From a dataset of Full USPTO retrosynthesis dataset with 1.9M reactions from patents (1976-2016). Predict the reactants needed to synthesize the given product. (1) Given the product [O:21]=[C:19]1[NH:18][C:17](=[O:22])[C:16](=[CH:15][C:12]2[CH:11]=[CH:10][C:9]([C:5]3[CH:6]=[CH:7][CH:8]=[C:3]([N:2]([CH3:1])[C:30](=[O:31])[CH2:29][C:23]4[CH:28]=[CH:27][CH:26]=[CH:25][CH:24]=4)[CH:4]=3)=[CH:14][CH:13]=2)[S:20]1, predict the reactants needed to synthesize it. The reactants are: [CH3:1][NH:2][C:3]1[CH:4]=[C:5]([C:9]2[CH:14]=[CH:13][C:12]([CH:15]=[C:16]3[S:20][C:19](=[O:21])[NH:18][C:17]3=[O:22])=[CH:11][CH:10]=2)[CH:6]=[CH:7][CH:8]=1.[C:23]1([CH2:29][C:30](Cl)=[O:31])[CH:28]=[CH:27][CH:26]=[CH:25][CH:24]=1. (2) Given the product [C:1]([O:5][C:6]([N:8]1[CH:12]=[CH:11][CH:10]=[C:9]1[C:17]1[S:25][C:24]2[C:19](=[N:20][CH:21]=[CH:22][C:23]=2[NH:26][C:27]2[CH:28]=[C:29]3[C:33](=[CH:34][CH:35]=2)[NH:32][C:31]([CH3:36])=[CH:30]3)[CH:18]=1)=[O:7])([CH3:4])([CH3:3])[CH3:2], predict the reactants needed to synthesize it. The reactants are: [C:1]([O:5][C:6]([N:8]1[CH:12]=[CH:11][CH:10]=[C:9]1B(O)O)=[O:7])([CH3:4])([CH3:3])[CH3:2].Br[C:17]1[S:25][C:24]2[C:19](=[N:20][CH:21]=[CH:22][C:23]=2[NH:26][C:27]2[CH:28]=[C:29]3[C:33](=[CH:34][CH:35]=2)[NH:32][C:31]([CH3:36])=[CH:30]3)[CH:18]=1. (3) Given the product [CH3:1][C:2]1([CH3:20])[CH:11]([N:12]2[C:16]([CH:17]=[N:27][OH:28])=[CH:15][N:14]=[CH:13]2)[C:10]2[C:5](=[CH:6][CH:7]=[CH:8][CH:9]=2)[C:4](=[O:19])[O:3]1, predict the reactants needed to synthesize it. The reactants are: [CH3:1][C:2]1([CH3:20])[CH:11]([N:12]2[C:16]([CH:17]=O)=[CH:15][N:14]=[CH:13]2)[C:10]2[C:5](=[CH:6][CH:7]=[CH:8][CH:9]=2)[C:4](=[O:19])[O:3]1.C([O-])(O)=O.[Na+].Cl.[NH2:27][OH:28]. (4) The reactants are: [F:1][C:2]1[CH:7]=[CH:6][C:5]([CH2:8][CH:9]2[CH2:14][CH2:13][NH:12][CH2:11][CH2:10]2)=[CH:4][CH:3]=1.[CH2:15]([O:22][C:23]([NH:25][CH:26]([CH:34]1[O:36][CH2:35]1)[CH2:27][C:28]1[CH:33]=[CH:32][CH:31]=[CH:30][CH:29]=1)=[O:24])[C:16]1[CH:21]=[CH:20][CH:19]=[CH:18][CH:17]=1.CCOC(C)=O. Given the product [CH2:15]([O:22][C:23]([NH:25][CH:26]([CH:34]([OH:36])[CH2:35][N:12]1[CH2:11][CH2:10][CH:9]([CH2:8][C:5]2[CH:4]=[CH:3][C:2]([F:1])=[CH:7][CH:6]=2)[CH2:14][CH2:13]1)[CH2:27][C:28]1[CH:29]=[CH:30][CH:31]=[CH:32][CH:33]=1)=[O:24])[C:16]1[CH:17]=[CH:18][CH:19]=[CH:20][CH:21]=1, predict the reactants needed to synthesize it. (5) Given the product [CH3:1][O:2][C:3]([C:5]1[CH:6]=[C:7]2[C:12](=[CH:13][CH:14]=1)[N:11]=[C:10]([CH:15]=[O:23])[CH:9]=[C:8]2[N:16]1[CH2:17][CH2:18][O:19][CH2:20][CH2:21]1)=[O:4], predict the reactants needed to synthesize it. The reactants are: [CH3:1][O:2][C:3]([C:5]1[CH:6]=[C:7]2[C:12](=[CH:13][CH:14]=1)[N:11]=[C:10]([CH3:15])[CH:9]=[C:8]2[N:16]1[CH2:21][CH2:20][O:19][CH2:18][CH2:17]1)=[O:4].[Se](=O)=[O:23]. (6) Given the product [F:1][C:2]1[CH:3]=[CH:4][C:5]([C:8]2[O:9][C:10]3[CH:20]=[C:19]([N:21]([CH3:26])[S:22]([CH3:25])(=[O:23])=[O:24])[C:18]([C:27]4[CH:32]=[CH:31][CH:30]=[C:29]([C:43]5[CH:44]=[C:45]6[C:50](=[CH:51][CH:52]=5)[CH:49]=[N:48][CH:47]=[CH:46]6)[CH:28]=4)=[CH:17][C:11]=3[C:12]=2[C:13]([NH:15][CH3:16])=[O:14])=[CH:6][CH:7]=1, predict the reactants needed to synthesize it. The reactants are: [F:1][C:2]1[CH:7]=[CH:6][C:5]([C:8]2[O:9][C:10]3[CH:20]=[C:19]([N:21]([CH3:26])[S:22]([CH3:25])(=[O:24])=[O:23])[C:18]([C:27]4[CH:32]=[CH:31][CH:30]=[C:29](B5OC(C)(C)C(C)(C)O5)[CH:28]=4)=[CH:17][C:11]=3[C:12]=2[C:13]([NH:15][CH3:16])=[O:14])=[CH:4][CH:3]=1.Br[C:43]1[CH:44]=[C:45]2[C:50](=[CH:51][CH:52]=1)[CH:49]=[N:48][CH:47]=[CH:46]2.[O-]P([O-])([O-])=O.[K+].[K+].[K+].